Dataset: Peptide-MHC class I binding affinity with 185,985 pairs from IEDB/IMGT. Task: Regression. Given a peptide amino acid sequence and an MHC pseudo amino acid sequence, predict their binding affinity value. This is MHC class I binding data. (1) The binding affinity (normalized) is 0.0847. The peptide sequence is DQFSIPIRY. The MHC is HLA-B40:01 with pseudo-sequence HLA-B40:01. (2) The peptide sequence is PTSETMYLT. The MHC is HLA-A02:01 with pseudo-sequence HLA-A02:01. The binding affinity (normalized) is 0.0332. (3) The peptide sequence is RMMGVKYLM. The MHC is HLA-B45:06 with pseudo-sequence HLA-B45:06. The binding affinity (normalized) is 0.213. (4) The peptide sequence is QIIEQLIKK. The MHC is HLA-A03:01 with pseudo-sequence HLA-A03:01. The binding affinity (normalized) is 0.558. (5) The peptide sequence is FLRGRAYGI. The MHC is HLA-A33:01 with pseudo-sequence HLA-A33:01. The binding affinity (normalized) is 0.284. (6) The peptide sequence is MTGDTPINI. The MHC is Mamu-A2201 with pseudo-sequence Mamu-A2201. The binding affinity (normalized) is 0. (7) The peptide sequence is MVVKVNAAL. The MHC is HLA-A02:01 with pseudo-sequence HLA-A02:01. The binding affinity (normalized) is 0.470. (8) The peptide sequence is ETLLPLTQY. The MHC is HLA-A24:02 with pseudo-sequence HLA-A24:02. The binding affinity (normalized) is 0.